Dataset: Peptide-MHC class II binding affinity with 134,281 pairs from IEDB. Task: Regression. Given a peptide amino acid sequence and an MHC pseudo amino acid sequence, predict their binding affinity value. This is MHC class II binding data. The peptide sequence is GELQIVDKIDAAIKI. The MHC is DRB1_1302 with pseudo-sequence DRB1_1302. The binding affinity (normalized) is 0.861.